Dataset: Catalyst prediction with 721,799 reactions and 888 catalyst types from USPTO. Task: Predict which catalyst facilitates the given reaction. (1) Reactant: [Cl:1][C:2]1[C:7]([F:8])=[CH:6][CH:5]=[C:4]([Cl:9])[C:3]=1[C@H:10]([O:12][C:13]1[C:14]([NH2:24])=[N:15][CH:16]=[C:17]([C:19]2[CH:20]=[N:21][NH:22][CH:23]=2)[N:18]=1)[CH3:11].[H-].[Na+].[C:27]([O:31][C:32]([N:34]1[CH2:39][CH2:38][CH:37](OS(C)(=O)=O)[CH2:36][CH2:35]1)=[O:33])([CH3:30])([CH3:29])[CH3:28].O. Product: [C:27]([O:31][C:32]([N:34]1[CH2:39][CH2:38][CH:37]([N:22]2[CH:23]=[C:19]([C:17]3[CH:16]=[N:15][C:14]([NH2:24])=[C:13]([O:12][C@@H:10]([C:3]4[C:4]([Cl:9])=[CH:5][CH:6]=[C:7]([F:8])[C:2]=4[Cl:1])[CH3:11])[N:18]=3)[CH:20]=[N:21]2)[CH2:36][CH2:35]1)=[O:33])([CH3:30])([CH3:28])[CH3:29]. The catalyst class is: 3. (2) Reactant: [SH:1][C:2]1[CH:7]=[CH:6][C:5]([CH2:8][OH:9])=[CH:4][CH:3]=1.[NH2:10][C:11]1[N:16]=[C:15]([OH:17])[C:14](Br)=[C:13]([CH3:19])[N:12]=1.C([O-])([O-])=O.[K+].[K+].Cl. Product: [NH2:10][C:11]1[N:16]=[C:15]([OH:17])[C:14]([S:1][C:2]2[CH:7]=[CH:6][C:5]([CH2:8][OH:9])=[CH:4][CH:3]=2)=[C:13]([CH3:19])[N:12]=1. The catalyst class is: 746. (3) Reactant: C(O[C:4](=[NH:8])[CH2:5][C:6]#[N:7])C.[NH:9]1[CH2:14][CH2:13][CH:12]([C:15]([O:17][C:18]([CH3:21])([CH3:20])[CH3:19])=[O:16])[CH2:11][CH2:10]1.CCN(C(C)C)C(C)C. Product: [C:18]([O:17][C:15]([CH:12]1[CH2:13][CH2:14][N:9]([C:4](=[NH:8])[CH2:5][C:6]#[N:7])[CH2:10][CH2:11]1)=[O:16])([CH3:21])([CH3:20])[CH3:19]. The catalyst class is: 14. (4) Reactant: Cl[C:2]1[N:7]=[C:6]([NH:8][C@H:9]([CH2:13][CH:14]([CH3:16])[CH3:15])[C:10]([NH2:12])=[O:11])[CH:5]=[N:4][C:3]=1[C:17]#[N:18].[NH2:19][C:20]1[CH:21]=[C:22]2[C:27](=[CH:28][CH:29]=1)[N:26]=[CH:25][CH:24]=[CH:23]2.C([O-])([O-])=O.[K+].[K+].C1C=CC(P(C2C(C3C(P(C4C=CC=CC=4)C4C=CC=CC=4)=CC=C4C=3C=CC=C4)=C3C(C=CC=C3)=CC=2)C2C=CC=CC=2)=CC=1. Product: [C:17]([C:3]1[N:4]=[CH:5][C:6]([NH:8][C@H:9]([CH2:13][CH:14]([CH3:16])[CH3:15])[C:10]([NH2:12])=[O:11])=[N:7][C:2]=1[NH:19][C:20]1[CH:21]=[C:22]2[C:27](=[CH:28][CH:29]=1)[N:26]=[CH:25][CH:24]=[CH:23]2)#[N:18]. The catalyst class is: 231. (5) Reactant: Br[C:2]1[CH:3]=[N:4][C:5]([N:8]2[CH2:13][CH2:12][CH2:11][CH:10]([CH2:14][N:15]3[C:19]4=[N:20][C:21]([C:24]5[CH:25]=[N:26][N:27]([CH3:29])[CH:28]=5)=[CH:22][N:23]=[C:18]4[N:17]=[N:16]3)[CH2:9]2)=[N:6][CH:7]=1.[O:30]1[CH2:35][CH2:34][CH2:33][CH2:32][CH:31]1[O:36][CH2:37][CH2:38][N:39]1[CH:43]=[CH:42][C:41](B2OC(C)(C)C(C)(C)O2)=[N:40]1.C([O-])([O-])=O.[K+].[K+]. Product: [CH3:29][N:27]1[CH:28]=[C:24]([C:21]2[N:20]=[C:19]3[N:15]([CH2:14][CH:10]4[CH2:11][CH2:12][CH2:13][N:8]([C:5]5[N:4]=[CH:3][C:2]([C:41]6[CH:42]=[CH:43][N:39]([CH2:38][CH2:37][O:36][CH:31]7[CH2:32][CH2:33][CH2:34][CH2:35][O:30]7)[N:40]=6)=[CH:7][N:6]=5)[CH2:9]4)[N:16]=[N:17][C:18]3=[N:23][CH:22]=2)[CH:25]=[N:26]1. The catalyst class is: 117. (6) Reactant: [Cl:1][C:2]1[C:3]([C:9]2[CH:14]=[CH:13][CH:12]=[C:11]([NH:15][CH2:16][CH:17]3[CH2:22][C@H:21]([CH3:23])[O:20][C@H:19]([CH3:24])[CH2:18]3)[N:10]=2)=[CH:4][C:5](F)=[N:6][CH:7]=1.[C@H:25]1([NH2:32])[CH2:30][CH2:29][C@H:28]([NH2:31])[CH2:27][CH2:26]1.C(N(CC)CC)C. Product: [NH2:31][C@H:28]1[CH2:29][CH2:30][C@H:25]([NH:32][C:5]2[CH:4]=[C:3]([C:9]3[CH:14]=[CH:13][CH:12]=[C:11]([NH:15][CH2:16][CH:17]4[CH2:22][C@H:21]([CH3:23])[O:20][C@H:19]([CH3:24])[CH2:18]4)[N:10]=3)[C:2]([Cl:1])=[CH:7][N:6]=2)[CH2:26][CH2:27]1. The catalyst class is: 16. (7) Reactant: [OH:1][C:2]1[CH:3]=[C:4]([CH:7]=[CH:8][C:9]=1[O:10][CH3:11])[CH:5]=[O:6].I[C:13]1[CH:18]=[CH:17][CH:16]=[C:15]([Cl:19])[CH:14]=1.C([O-])([O-])=O.[Cs+].[Cs+].CN(C)CC(O)=O.Cl. Product: [Cl:19][C:15]1[CH:14]=[C:13]([CH:18]=[CH:17][CH:16]=1)[O:1][C:2]1[CH:3]=[C:4]([CH:7]=[CH:8][C:9]=1[O:10][CH3:11])[CH:5]=[O:6]. The catalyst class is: 185. (8) Reactant: [C:1]1([S:7]([C:10]2[CH:19]=[C:18]3[C:13]([CH2:14][CH2:15][CH:16]([CH2:20][NH:21][C:22]([C@H:24]([O:26]C(=O)C)[CH3:25])=[O:23])[O:17]3)=[CH:12][CH:11]=2)(=[O:9])=[O:8])[CH:6]=[CH:5][CH:4]=[CH:3][CH:2]=1.O.[Li+].[OH-]. Product: [C:1]1([S:7]([C:10]2[CH:19]=[C:18]3[C:13]([CH2:14][CH2:15][C@H:16]([CH2:20][NH:21][C:22](=[O:23])[C@H:24]([OH:26])[CH3:25])[O:17]3)=[CH:12][CH:11]=2)(=[O:8])=[O:9])[CH:6]=[CH:5][CH:4]=[CH:3][CH:2]=1. The catalyst class is: 5. (9) Product: [Br:27][C:25]1[CH:24]=[CH:23][C:22]([F:28])=[C:21]([C:13]2[N:12]=[C:11]([NH:10][C:9]3[C:4]([C:3]([OH:29])=[O:2])=[CH:5][N:6]=[CH:7][CH:8]=3)[C:20]3[C:15](=[N:16][CH:17]=[CH:18][N:19]=3)[N:14]=2)[CH:26]=1. Reactant: C[O:2][C:3](=[O:29])[C:4]1[C:9]([NH:10][C:11]2[C:20]3[C:15](=[N:16][CH:17]=[CH:18][N:19]=3)[N:14]=[C:13]([C:21]3[CH:26]=[C:25]([Br:27])[CH:24]=[CH:23][C:22]=3[F:28])[N:12]=2)=[CH:8][CH:7]=[N:6][CH:5]=1.[OH-].[Na+]. The catalyst class is: 87. (10) Reactant: C([O:8][C:9]1[C:10](=[O:26])[CH:11]=[C:12]([CH2:15][NH:16][S:17]([C:20]2[CH:25]=[CH:24][CH:23]=[CH:22][CH:21]=2)(=[O:19])=[O:18])[O:13][CH:14]=1)C1C=CC=CC=1.S(=O)(=O)(O)O. Product: [OH:8][C:9]1[C:10](=[O:26])[CH:11]=[C:12]([CH2:15][NH:16][S:17]([C:20]2[CH:21]=[CH:22][CH:23]=[CH:24][CH:25]=2)(=[O:19])=[O:18])[O:13][CH:14]=1. The catalyst class is: 15.